Dataset: Peptide-MHC class II binding affinity with 134,281 pairs from IEDB. Task: Regression. Given a peptide amino acid sequence and an MHC pseudo amino acid sequence, predict their binding affinity value. This is MHC class II binding data. (1) The peptide sequence is KVPWDQVVMTSLALV. The MHC is DRB1_0701 with pseudo-sequence DRB1_0701. The binding affinity (normalized) is 0.834. (2) The peptide sequence is LVGPFNFRFMSKGGMRNVFDEVIPT. The MHC is DRB1_1501 with pseudo-sequence DRB1_1501. The binding affinity (normalized) is 0.537. (3) The peptide sequence is DKRHDGGCRKELAAV. The MHC is HLA-DPA10301-DPB10402 with pseudo-sequence HLA-DPA10301-DPB10402. The binding affinity (normalized) is 0.0725. (4) The peptide sequence is DCLLCAYSIEFGTNI. The MHC is HLA-DQA10102-DQB10602 with pseudo-sequence HLA-DQA10102-DQB10602. The binding affinity (normalized) is 0.388. (5) The peptide sequence is TFHVEKGSNPNYLAL. The MHC is HLA-DQA10301-DQB10302 with pseudo-sequence HLA-DQA10301-DQB10302. The binding affinity (normalized) is 0.198.